Dataset: Full USPTO retrosynthesis dataset with 1.9M reactions from patents (1976-2016). Task: Predict the reactants needed to synthesize the given product. Given the product [Br:1][C:2]1[CH:3]=[CH:4][C:5]([F:18])=[C:6]([C:8]23[CH2:10][CH:9]2[CH2:11][O:12][CH2:15][C:14](=[O:17])[NH:13]3)[CH:7]=1, predict the reactants needed to synthesize it. The reactants are: [Br:1][C:2]1[CH:3]=[CH:4][C:5]([F:18])=[C:6]([C:8]2([NH:13][C:14](=[O:17])[CH2:15]Cl)[CH2:10][CH:9]2[CH2:11][OH:12])[CH:7]=1.CC(C)([O-])C.[K+].Cl.